Task: Regression. Given two drug SMILES strings and cell line genomic features, predict the synergy score measuring deviation from expected non-interaction effect.. Dataset: NCI-60 drug combinations with 297,098 pairs across 59 cell lines Cell line: COLO 205. Drug 1: CC1C(C(CC(O1)OC2CC(CC3=C2C(=C4C(=C3O)C(=O)C5=C(C4=O)C(=CC=C5)OC)O)(C(=O)C)O)N)O.Cl. Drug 2: C1=CC(=CC=C1CCCC(=O)O)N(CCCl)CCCl. Synergy scores: CSS=60.0, Synergy_ZIP=0.527, Synergy_Bliss=0.615, Synergy_Loewe=-0.991, Synergy_HSA=1.62.